This data is from Full USPTO retrosynthesis dataset with 1.9M reactions from patents (1976-2016). The task is: Predict the reactants needed to synthesize the given product. (1) Given the product [N:10]1[CH:11]=[CH:12][CH:13]=[C:8]([C:5]2[C:4](=[O:14])[N:15]([C:17]3[N:22]=[CH:21][CH:20]=[CH:19][N:18]=3)[NH:16][CH:6]=2)[CH:9]=1, predict the reactants needed to synthesize it. The reactants are: C(O[C:4](=[O:14])[C:5]([C:8]1[CH:9]=[N:10][CH:11]=[CH:12][CH:13]=1)=[CH:6]O)C.[NH:15]([C:17]1[N:22]=[CH:21][CH:20]=[CH:19][N:18]=1)[NH2:16].[H-].[Na+].Cl. (2) Given the product [CH2:34]([O:36][C:37]1[C:46]([O:47][CH3:48])=[CH:45][C:44]2[C:43]([C:49]3[CH:50]=[CH:51][C:52]([C:53]([N:30]4[CH2:31][CH2:32][CH:27]([N:13]5[C:14](=[O:26])[C:15]6[S:19][C:18]([C:20]7[CH:25]=[CH:24][CH:23]=[CH:22][CH:21]=7)=[CH:17][C:16]=6[N:11]([CH2:10][C:8]6[O:9][C:5]([CH2:4][O:3][CH3:2])=[N:6][N:7]=6)[C:12]5=[O:33])[CH2:28][CH2:29]4)=[O:54])=[CH:56][CH:57]=3)=[N:42][C@@H:41]3[CH2:58][CH2:59][S:60][CH2:61][C@@H:40]3[C:39]=2[CH:38]=1)[CH3:35], predict the reactants needed to synthesize it. The reactants are: Cl.[CH3:2][O:3][CH2:4][C:5]1[O:9][C:8]([CH2:10][N:11]2[C:16]3[CH:17]=[C:18]([C:20]4[CH:25]=[CH:24][CH:23]=[CH:22][CH:21]=4)[S:19][C:15]=3[C:14](=[O:26])[N:13]([CH:27]3[CH2:32][CH2:31][NH:30][CH2:29][CH2:28]3)[C:12]2=[O:33])=[N:7][N:6]=1.[CH2:34]([O:36][C:37]1[C:46]([O:47][CH3:48])=[CH:45][C:44]2[C:43]([C:49]3[CH:57]=[CH:56][C:52]([C:53](O)=[O:54])=[CH:51][CH:50]=3)=[N:42][C@@H:41]3[CH2:58][CH2:59][S:60][CH2:61][C@@H:40]3[C:39]=2[CH:38]=1)[CH3:35].CN(C(ON1N=NC2C=CC=CC1=2)=[N+](C)C)C.F[P-](F)(F)(F)(F)F.CCN(C(C)C)C(C)C.